Dataset: Forward reaction prediction with 1.9M reactions from USPTO patents (1976-2016). Task: Predict the product of the given reaction. Given the reactants Cl[C:2]1[NH:7][C:6]2[CH:8]=[C:9]([Cl:11])[S:10][C:5]=2[S:4](=[O:13])(=[O:12])[N:3]=1.[CH3:14][C:15]([NH2:22])([CH3:21])[CH2:16][C:17]([CH3:20])([CH3:19])[CH3:18].Cl, predict the reaction product. The product is: [Cl:11][C:9]1[S:10][C:5]2[S:4](=[O:13])(=[O:12])[N:3]=[C:2]([NH:22][C:15]([CH3:21])([CH3:14])[CH2:16][C:17]([CH3:20])([CH3:19])[CH3:18])[NH:7][C:6]=2[CH:8]=1.